Dataset: TCR-epitope binding with 47,182 pairs between 192 epitopes and 23,139 TCRs. Task: Binary Classification. Given a T-cell receptor sequence (or CDR3 region) and an epitope sequence, predict whether binding occurs between them. (1) The epitope is FLPRVFSAV. The TCR CDR3 sequence is CASSLLGNTYEQYF. Result: 0 (the TCR does not bind to the epitope). (2) Result: 0 (the TCR does not bind to the epitope). The epitope is ITEEVGHTDLMAAY. The TCR CDR3 sequence is CASSSRRETQYF. (3) The epitope is AMFWSVPTV. The TCR CDR3 sequence is CASSLWGVGTEAFF. Result: 1 (the TCR binds to the epitope).